This data is from Catalyst prediction with 721,799 reactions and 888 catalyst types from USPTO. The task is: Predict which catalyst facilitates the given reaction. Reactant: [CH2:1]([NH2:8])[C:2]1[CH:7]=[CH:6][CH:5]=[CH:4][CH:3]=1.C(=O)([O-])[O-].[K+].[K+].F[C:16]1[CH:21]=[CH:20][C:19]([C:22]2[CH:31]=[C:30]3[C:25]([N:26]=[CH:27][C:28]([N:32]4[CH2:37][CH2:36][O:35][CH2:34][CH2:33]4)=[N:29]3)=[CH:24][CH:23]=2)=[CH:18][C:17]=1[N+:38]([O-:40])=[O:39]. Product: [CH2:1]([NH:8][C:16]1[CH:21]=[CH:20][C:19]([C:22]2[CH:31]=[C:30]3[C:25](=[CH:24][CH:23]=2)[N:26]=[CH:27][C:28]([N:32]2[CH2:37][CH2:36][O:35][CH2:34][CH2:33]2)=[N:29]3)=[CH:18][C:17]=1[N+:38]([O-:40])=[O:39])[C:2]1[CH:7]=[CH:6][CH:5]=[CH:4][CH:3]=1. The catalyst class is: 31.